Task: Predict the product of the given reaction.. Dataset: Forward reaction prediction with 1.9M reactions from USPTO patents (1976-2016) (1) Given the reactants Br[CH2:2][C:3]1[N:7]([CH3:8])[N:6]([C:9]2[CH:14]=[CH:13][CH:12]=[CH:11][CH:10]=2)[C:5](=[O:15])[C:4]=1[Cl:16].[N:17]1([C:23]2[N:30]=[CH:29][CH:28]=[CH:27][C:24]=2[C:25]#[N:26])[CH2:22][CH2:21][NH:20][CH2:19][CH2:18]1, predict the reaction product. The product is: [Cl:16][C:4]1[C:5](=[O:15])[N:6]([C:9]2[CH:14]=[CH:13][CH:12]=[CH:11][CH:10]=2)[N:7]([CH3:8])[C:3]=1[CH2:2][N:20]1[CH2:21][CH2:22][N:17]([C:23]2[N:30]=[CH:29][CH:28]=[CH:27][C:24]=2[C:25]#[N:26])[CH2:18][CH2:19]1. (2) Given the reactants [S:1]1[C:5]2[CH:6]=[CH:7][CH:8]=[CH:9][C:4]=2[N:3]=[C:2]1[NH:10][C@@H:11]1[CH2:14][C@H:13]([NH:15][C:16](=[O:27])[C:17]([C:20]2[C:25](Cl)=[N:24][CH:23]=[CH:22][N:21]=2)([CH3:19])[CH3:18])[CH2:12]1.CC(C)([O-])C.[Na+], predict the reaction product. The product is: [S:1]1[C:5]2[CH:6]=[CH:7][CH:8]=[CH:9][C:4]=2[N:3]=[C:2]1[NH:10][C@@H:11]1[CH2:14][C@H:13]([N:15]2[C:25]3=[N:24][CH:23]=[CH:22][N:21]=[C:20]3[C:17]([CH3:19])([CH3:18])[C:16]2=[O:27])[CH2:12]1. (3) Given the reactants [CH2:1]([O:5][C:6]1[CH:7]=[CH:8][C:9]2[CH2:10][N:11](C(OC(C)(C)C)=O)[CH2:12][CH2:13][O:14][C:15]=2[N:16]=1)[CH2:2][CH2:3][CH3:4].[ClH:24].C(OCC)(=O)C, predict the reaction product. The product is: [ClH:24].[CH2:1]([O:5][C:6]1[CH:7]=[CH:8][C:9]2[CH2:10][NH:11][CH2:12][CH2:13][O:14][C:15]=2[N:16]=1)[CH2:2][CH2:3][CH3:4]. (4) Given the reactants N[C@@](C1C=CC2C(=CC=C(O[C@H]3CC[C@H](C(C)(C)C)CC3)C=2C2C=CC(OC(F)(F)F)=CC=2)C=1)(C)CO.[C:38]([C@H:42]1[CH2:47][CH2:46][C@H:45]([O:48][C:49]2[C:50]([F:66])=[C:51]3[C:56](=[CH:57][CH:58]=2)[CH:55]=[C:54]([C@:59]2([CH3:65])[CH2:63][O:62]C(=O)[NH:60]2)[CH:53]=[CH:52]3)[CH2:44][CH2:43]1)([CH3:41])([CH3:40])[CH3:39], predict the reaction product. The product is: [NH2:60][C@@:59]([C:54]1[CH:53]=[CH:52][C:51]2[C:56](=[CH:57][CH:58]=[C:49]([O:48][C@H:45]3[CH2:44][CH2:43][C@H:42]([C:38]([CH3:41])([CH3:40])[CH3:39])[CH2:47][CH2:46]3)[C:50]=2[F:66])[CH:55]=1)([CH3:65])[CH2:63][OH:62]. (5) Given the reactants [CH2:1]([O:8][C:9]1[CH:26]=[CH:25][C:24]2[C:23]3[C@H:14]([C@H:15]4[C@@:19]([CH2:21][C:22]=3[CH2:27][CH:28]=[CH2:29])([CH3:20])[C@@H:18]([O:30][CH2:31][C:32]3[CH:37]=[CH:36][CH:35]=[CH:34][CH:33]=3)[CH2:17][CH2:16]4)[CH2:13][CH2:12][C:11]=2[CH:10]=1)[C:2]1[CH:7]=[CH:6][CH:5]=[CH:4][CH:3]=1.[F:38][C:39]([F:66])([C:56]([F:65])([F:64])[C:57]([F:63])([F:62])[C:58]([F:61])([F:60])[F:59])[CH2:40][CH2:41][CH:42]([CH2:48][CH2:49][CH2:50][CH2:51][CH2:52][CH2:53]C=C)[C:43]([O:45][CH2:46][CH3:47])=[O:44], predict the reaction product. The product is: [CH2:1]([O:8][C:9]1[CH:26]=[CH:25][C:24]2[C:23]3[C@H:14]([C@H:15]4[C@@:19]([CH2:21][C:22]=3[CH2:27][CH:28]=[CH:29][CH2:53][CH2:52][CH2:51][CH2:50][CH2:49][CH2:48][CH:42]([CH2:41][CH2:40][C:39]([F:38])([F:66])[C:56]([F:64])([F:65])[C:57]([F:62])([F:63])[C:58]([F:59])([F:61])[F:60])[C:43]([O:45][CH2:46][CH3:47])=[O:44])([CH3:20])[C@@H:18]([O:30][CH2:31][C:32]3[CH:33]=[CH:34][CH:35]=[CH:36][CH:37]=3)[CH2:17][CH2:16]4)[CH2:13][CH2:12][C:11]=2[CH:10]=1)[C:2]1[CH:7]=[CH:6][CH:5]=[CH:4][CH:3]=1. (6) Given the reactants [NH2:1][C:2]1[C:3]([C:12]#[C:13][C:14]2[CH:19]=[CH:18][CH:17]=[CH:16][CH:15]=2)=[N:4][CH:5]=[CH:6][C:7]=1[C:8]([O:10]C)=[O:9].O(C(C)(C)C)[K].O.Cl, predict the reaction product. The product is: [C:14]1([C:13]2[NH:1][C:2]3[C:3](=[N:4][CH:5]=[CH:6][C:7]=3[C:8]([OH:10])=[O:9])[CH:12]=2)[CH:19]=[CH:18][CH:17]=[CH:16][CH:15]=1.